Predict which catalyst facilitates the given reaction. From a dataset of Catalyst prediction with 721,799 reactions and 888 catalyst types from USPTO. (1) Reactant: [CH:1]1([CH2:7][C@H:8]([NH:19][C:20]([N:22]2[CH2:27][CH2:26][CH2:25][C@@H:24]([C@H:28]([C:37]3[CH:42]=[C:41]([F:43])[CH:40]=[C:39]([F:44])[C:38]=3[OH:45])[O:29][CH2:30][CH2:31][NH:32][C:33](=[O:36])[O:34][CH3:35])[CH2:23]2)=[O:21])[CH2:9][N:10](C)[C:11](OC(C)(C)C)=O)[CH2:6][CH2:5][CH2:4][CH2:3][CH2:2]1. Product: [CH:1]1([CH2:7][C@H:8]([NH:19][C:20]([N:22]2[CH2:27][CH2:26][CH2:25][C@@H:24]([C@H:28]([C:37]3[CH:42]=[C:41]([F:43])[CH:40]=[C:39]([F:44])[C:38]=3[OH:45])[O:29][CH2:30][CH2:31][NH:32][C:33](=[O:36])[O:34][CH3:35])[CH2:23]2)=[O:21])[CH2:9][NH:10][CH3:11])[CH2:2][CH2:3][CH2:4][CH2:5][CH2:6]1. The catalyst class is: 19. (2) Reactant: [NH:1]1[C:9]2[C:4](=[CH:5][CH:6]=[CH:7][CH:8]=2)[CH:3]=[CH:2]1.[S-:10][C:11]#[N:12].[NH4+].OOS([O-])=O.[K+]. Product: [N:12]([C:3]1[C:4]2[C:9](=[CH:8][CH:7]=[CH:6][CH:5]=2)[NH:1][CH:2]=1)=[C:11]=[S:10]. The catalyst class is: 5. (3) Reactant: [F:1][C:2]([F:13])([S:9](Cl)(=[O:11])=[O:10])[C:3]([F:8])([F:7])[CH2:4][CH2:5][OH:6].C(=O)([O-])O.[Na+].[OH:19][N:20]1[C:24](=[O:25])[C:23]2=[CH:26][CH:27]=[CH:28][CH:29]=[C:22]2[C:21]1=[O:30].O. Product: [F:1][C:2]([F:13])([S:9]([O:19][N:20]1[C:24](=[O:25])[C:23]2[C:22](=[CH:29][CH:28]=[CH:27][CH:26]=2)[C:21]1=[O:30])(=[O:11])=[O:10])[C:3]([F:8])([F:7])[CH2:4][CH2:5][OH:6]. The catalyst class is: 10. (4) Reactant: [NH:1]1[CH2:6][CH2:5][CH:4]([NH:7][C:8](=[O:14])[O:9][C:10]([CH3:13])([CH3:12])[CH3:11])[CH2:3][CH2:2]1.[CH3:15][C:16]1[C:24]2[CH2:23][O:22][C:21](=[O:25])[C:20]=2[CH:19]=[CH:18][C:17]=1[CH2:26][CH:27]=O.C([BH3-])#N.[Na+].C(O)(=O)C. Product: [CH3:15][C:16]1[C:24]2[CH2:23][O:22][C:21](=[O:25])[C:20]=2[CH:19]=[CH:18][C:17]=1[CH2:26][CH2:27][N:1]1[CH2:2][CH2:3][CH:4]([NH:7][C:8](=[O:14])[O:9][C:10]([CH3:11])([CH3:13])[CH3:12])[CH2:5][CH2:6]1. The catalyst class is: 5. (5) Reactant: [Cl:1][C:2]1[CH:3]=[CH:4][C:5]2[N:6]([CH:8]=[CH:9][N:10]=2)[N:7]=1.[N+:11]([O-])([OH:13])=[O:12].[OH-].[Na+]. Product: [Cl:1][C:2]1[CH:3]=[CH:4][C:5]2[N:6]([C:8]([N+:11]([O-:13])=[O:12])=[CH:9][N:10]=2)[N:7]=1. The catalyst class is: 65. (6) Reactant: [C:1]([O:5][C:6](=[O:23])[NH:7][CH2:8][CH2:9][CH2:10][NH:11][C:12]([NH:14]C(=O)C1C=CC=CC=1)=[S:13])([CH3:4])([CH3:3])[CH3:2].[OH-].[Na+]. The catalyst class is: 5. Product: [C:1]([O:5][C:6](=[O:23])[NH:7][CH2:8][CH2:9][CH2:10][NH:11][C:12]([NH2:14])=[S:13])([CH3:4])([CH3:2])[CH3:3]. (7) Reactant: O[C:2]1[C:11]2[C:6](=[CH:7][CH:8]=[CH:9][N:10]=2)[N:5]=[CH:4][C:3]=1[N+:12]([O-:14])=[O:13].P(Cl)(Cl)([Cl:17])=O. Product: [Cl:17][C:2]1[C:11]2[C:6](=[CH:7][CH:8]=[CH:9][N:10]=2)[N:5]=[CH:4][C:3]=1[N+:12]([O-:14])=[O:13]. The catalyst class is: 3.